From a dataset of NCI-60 drug combinations with 297,098 pairs across 59 cell lines. Regression. Given two drug SMILES strings and cell line genomic features, predict the synergy score measuring deviation from expected non-interaction effect. Drug 1: CS(=O)(=O)C1=CC(=C(C=C1)C(=O)NC2=CC(=C(C=C2)Cl)C3=CC=CC=N3)Cl. Drug 2: CC1C(C(=O)NC(C(=O)N2CCCC2C(=O)N(CC(=O)N(C(C(=O)O1)C(C)C)C)C)C(C)C)NC(=O)C3=C4C(=C(C=C3)C)OC5=C(C(=O)C(=C(C5=N4)C(=O)NC6C(OC(=O)C(N(C(=O)CN(C(=O)C7CCCN7C(=O)C(NC6=O)C(C)C)C)C)C(C)C)C)N)C. Cell line: TK-10. Synergy scores: CSS=23.1, Synergy_ZIP=14.1, Synergy_Bliss=22.2, Synergy_Loewe=19.8, Synergy_HSA=20.3.